This data is from Full USPTO retrosynthesis dataset with 1.9M reactions from patents (1976-2016). The task is: Predict the reactants needed to synthesize the given product. (1) The reactants are: [Cl:1][C:2]1[C:7]2[N:8]=[N:9][N:10]([CH2:13][C:14]([OH:16])=O)[C:11](=[O:12])[C:6]=2[CH:5]=[CH:4][CH:3]=1.[CH3:17][O:18][C:19]1[CH:24]=[CH:23][C:22]([C@@H:25]([NH2:27])[CH3:26])=[CH:21][CH:20]=1. Given the product [Cl:1][C:2]1[C:7]2[N:8]=[N:9][N:10]([CH2:13][C:14]([NH:27][C@H:25]([C:22]3[CH:23]=[CH:24][C:19]([O:18][CH3:17])=[CH:20][CH:21]=3)[CH3:26])=[O:16])[C:11](=[O:12])[C:6]=2[CH:5]=[CH:4][CH:3]=1, predict the reactants needed to synthesize it. (2) Given the product [ClH:3].[CH3:20][O:18][C:17](=[O:19])[CH2:16][NH:15][C:5]1[C:14]2[C:9](=[CH:10][CH:11]=[CH:12][CH:13]=2)[CH:8]=[CH:7][CH:6]=1, predict the reactants needed to synthesize it. The reactants are: S(Cl)([Cl:3])=O.[C:5]1([NH:15][CH2:16][C:17]([OH:19])=[O:18])[C:14]2[C:9](=[CH:10][CH:11]=[CH:12][CH:13]=2)[CH:8]=[CH:7][CH:6]=1.[CH3:20]O.